From a dataset of Forward reaction prediction with 1.9M reactions from USPTO patents (1976-2016). Predict the product of the given reaction. (1) Given the reactants [CH3:1][O:2][CH2:3][C:4]1[CH:5]=[C:6]([CH:9]=[CH:10][CH:11]=1)[CH:7]=O.[N:12]([CH2:15][C:16]([O:18][CH3:19])=[O:17])=[N+:13]=[N-:14].C[O-].[Na+], predict the reaction product. The product is: [N:12]([C:15](=[CH:7][C:6]1[CH:9]=[CH:10][CH:11]=[C:4]([CH2:3][O:2][CH3:1])[CH:5]=1)[C:16]([O:18][CH3:19])=[O:17])=[N+:13]=[N-:14]. (2) Given the reactants Br[C:2]1[C:10]2[O:9][CH:8]([CH2:11][NH:12][CH3:13])[CH2:7][C:6]=2[CH:5]=[CH:4][CH:3]=1.[F:14][C:15]1[CH:20]=[CH:19][C:18](B(O)O)=[CH:17][CH:16]=1, predict the reaction product. The product is: [CH3:13][NH:12][CH2:11][CH:8]1[CH2:7][C:6]2[CH:5]=[CH:4][CH:3]=[C:2]([C:18]3[CH:19]=[CH:20][C:15]([F:14])=[CH:16][CH:17]=3)[C:10]=2[O:9]1. (3) Given the reactants [Si:1]([O:8][CH2:9][C:10]1[CH:11]=[C:12]([OH:25])[C:13]([C:16]2[CH:21]=[C:20]([O:22][CH3:23])[CH:19]=[CH:18][C:17]=2[F:24])=[N:14][CH:15]=1)([C:4]([CH3:7])([CH3:6])[CH3:5])([CH3:3])[CH3:2].N1C=CC=CC=1.[F:32][C:33]([F:46])([F:45])[S:34](O[S:34]([C:33]([F:46])([F:45])[F:32])(=[O:36])=[O:35])(=[O:36])=[O:35], predict the reaction product. The product is: [F:32][C:33]([F:46])([F:45])[S:34]([O:25][C:12]1[C:13]([C:16]2[CH:21]=[C:20]([O:22][CH3:23])[CH:19]=[CH:18][C:17]=2[F:24])=[N:14][CH:15]=[C:10]([CH2:9][O:8][Si:1]([C:4]([CH3:7])([CH3:6])[CH3:5])([CH3:3])[CH3:2])[CH:11]=1)(=[O:36])=[O:35]. (4) Given the reactants C(=O)([O-])[O-].[K+].[K+].C([O:11][C:12]([N:14]1[CH2:17][C:16]([N:19]([C:21]2[CH:22]=[C:23]3[C:32](=[CH:33][C:34]=2Br)[O:31][CH2:30][C:29]2[N:24]3[C@H:25]([CH3:37])[C:26](=[O:36])[NH:27][N:28]=2)[CH3:20])([CH3:18])[CH2:15]1)=[O:13])(C)(C)C.C(OC(N1CC(NC2C=C3C(=CC=2Br)OCC2N3[C@H](C)C(=O)NN=2)(C)C1)=O)(C)(C)C.[F:68][C:69]1[CH:74]=[CH:73][CH:72]=[CH:71][C:70]=1B(O)O, predict the reaction product. The product is: [F:68][C:69]1[CH:74]=[CH:73][CH:72]=[CH:71][C:70]=1[C:34]1[CH:33]=[C:32]2[C:23]([N:24]3[C:29]([CH2:30][O:31]2)=[N:28][NH:27][C:26](=[O:36])[C@H:25]3[CH3:37])=[CH:22][C:21]=1[N:19]([CH3:20])[C:16]1([CH3:18])[CH2:17][N:14]([C:12]([OH:11])=[O:13])[CH2:15]1. (5) Given the reactants Cl[C:2]1[CH:12]=[CH:11][C:5]([C:6]([O:8][CH2:9][CH3:10])=[O:7])=[CH:4][C:3]=1[N+:13]([O-:15])=[O:14].C([O-])([O-])=O.[K+].[K+].[CH3:22][N:23]1[CH2:28][CH2:27][N:26]([NH2:29])[CH2:25][CH2:24]1, predict the reaction product. The product is: [CH3:22][N:23]1[CH2:28][CH2:27][N:26]([NH:29][C:2]2[CH:12]=[CH:11][C:5]([C:6]([O:8][CH2:9][CH3:10])=[O:7])=[CH:4][C:3]=2[N+:13]([O-:15])=[O:14])[CH2:25][CH2:24]1.